This data is from TCR-epitope binding with 47,182 pairs between 192 epitopes and 23,139 TCRs. The task is: Binary Classification. Given a T-cell receptor sequence (or CDR3 region) and an epitope sequence, predict whether binding occurs between them. (1) The epitope is FRYMNSQGL. The TCR CDR3 sequence is CASSLTSQETQYF. Result: 0 (the TCR does not bind to the epitope). (2) The epitope is GLCTLVAML. The TCR CDR3 sequence is CATSSASGSGSDTQYF. Result: 1 (the TCR binds to the epitope). (3) The epitope is IQYIDIGNY. The TCR CDR3 sequence is CASSEGPAYEQYF. Result: 1 (the TCR binds to the epitope). (4) The epitope is ELAGIGILTV. The TCR CDR3 sequence is CATSTGGQGPDTQYF. Result: 1 (the TCR binds to the epitope). (5) The epitope is EILDITPCSF. The TCR CDR3 sequence is CASRVGNQPQHF. Result: 1 (the TCR binds to the epitope). (6) The epitope is LLLGIGILV. The TCR CDR3 sequence is CASTLGGGWGYTF. Result: 1 (the TCR binds to the epitope).